This data is from Reaction yield outcomes from USPTO patents with 853,638 reactions. The task is: Predict the reaction yield, written as a fraction of the theoretical maximum amount of product (1.0 means a 100% yield; for example, 0.34 means a 34% yield). The reactants are [Si:1]([O:8][CH2:9][C@@:10]1([CH3:19])[S:16][CH2:15][CH2:14][N:13]=[C:12](SC)[CH2:11]1)([C:4]([CH3:7])([CH3:6])[CH3:5])([CH3:3])[CH3:2].[Cl:20][C:21]1[CH:26]=[CH:25][C:24]([C:27]2([C:30]([NH:32][NH2:33])=O)[CH2:29][CH2:28]2)=[CH:23][CH:22]=1. The catalyst is C(O)CCC. The product is [Si:1]([O:8][CH2:9][C@@:10]1([CH3:19])[S:16][CH2:15][CH2:14][N:13]2[C:30]([C:27]3([C:24]4[CH:23]=[CH:22][C:21]([Cl:20])=[CH:26][CH:25]=4)[CH2:29][CH2:28]3)=[N:32][N:33]=[C:12]2[CH2:11]1)([C:4]([CH3:7])([CH3:6])[CH3:5])([CH3:3])[CH3:2]. The yield is 0.420.